Dataset: Full USPTO retrosynthesis dataset with 1.9M reactions from patents (1976-2016). Task: Predict the reactants needed to synthesize the given product. (1) Given the product [CH:1]1([N:7]([CH2:23][CH2:24][NH:25][CH2:26][CH2:52][N:53]2[CH2:48][CH2:49][CH2:44][CH2:45]2)[C:8](=[O:22])[CH2:9][CH2:10][NH:11][CH2:12][CH2:13][C:14]2[CH:19]=[CH:18][C:17]([Cl:20])=[C:16]([Cl:21])[CH:15]=2)[CH2:2][CH2:3][CH2:4][CH2:5][CH2:6]1, predict the reactants needed to synthesize it. The reactants are: [CH:1]1([N:7]([CH2:23][CH2:24][NH:25][CH2:26][C@@H](O)C2C3OCC(=O)NC=3C=CC=2)[C:8](=[O:22])[CH2:9][CH2:10][NH:11][CH2:12][CH2:13][C:14]2[CH:19]=[CH:18][C:17]([Cl:20])=[C:16]([Cl:21])[CH:15]=2)[CH2:6][CH2:5][CH2:4][CH2:3][CH2:2]1.NC[C@H]([C:44]1[C:49]2OC[C:52](=O)[NH:53][C:48]=2C=C[CH:45]=1)O. (2) Given the product [Cl:27][C:24]1[CH:23]=[CH:22][C:21]([C:19]2[N:20]=[CH:16][NH:17][CH:18]=2)=[CH:26][CH:25]=1, predict the reactants needed to synthesize it. The reactants are: Cl.C(OC(=O)C1C=C(C(N)C[C:16]2[NH:17][CH:18]=[C:19]([C:21]3[CH:26]=[CH:25][C:24]([Cl:27])=[CH:23][CH:22]=3)[N:20]=2)C=CC=1OCCCC)CCC.COC1C=CC(CCCC(O)=O)=CC=1. (3) Given the product [CH3:35][CH:34]([N:31]1[C:32]2[C:28](=[CH:27][CH:26]=[C:25]([CH2:44][C:43]([O:42][C:38]([CH3:41])([CH3:40])[CH3:39])=[O:46])[CH:33]=2)[CH:29]=[N:30]1)[CH3:36], predict the reactants needed to synthesize it. The reactants are: C([Mg]Br)C.C1C=CC(P(C2C=CC=CC=2)C2C=CC=CC=2)=CC=1.I[C:25]1[CH:33]=[C:32]2[C:28]([CH:29]=[N:30][N:31]2[CH:34]([CH3:36])[CH3:35])=[CH:27][CH:26]=1.[Cl-].[C:38]([O:42][C:43](=[O:46])[CH2:44][Zn+])([CH3:41])([CH3:40])[CH3:39]. (4) Given the product [CH2:35]([N:25]([CH2:13][CH2:14][CH2:15][CH2:16][CH2:17][CH2:18][CH2:19][CH2:20][CH2:21][CH2:22][CH2:23][CH3:24])[C:26]1[CH:27]=[CH:28][C:29]([C:30]([O:12][CH2:11][CH:9]([CH:7]2[C:5]([OH:6])=[C:3]([OH:4])[C:2](=[O:1])[O:8]2)[OH:10])=[O:31])=[CH:33][CH:34]=1)[CH2:36][CH2:37][CH2:38][CH2:39][CH2:40][CH2:41][CH2:42][CH2:43][CH2:44][CH2:45][CH3:46], predict the reactants needed to synthesize it. The reactants are: [O:1]=[C:2]1[O:8][C@H:7]([C@H:9]([CH2:11][OH:12])[OH:10])[C:5]([OH:6])=[C:3]1[OH:4].[CH2:13]([N:25]([CH2:35][CH2:36][CH2:37][CH2:38][CH2:39][CH2:40][CH2:41][CH2:42][CH2:43][CH2:44][CH2:45][CH3:46])[C:26]1[CH:34]=[CH:33][C:29]([C:30](O)=[O:31])=[CH:28][CH:27]=1)[CH2:14][CH2:15][CH2:16][CH2:17][CH2:18][CH2:19][CH2:20][CH2:21][CH2:22][CH2:23][CH3:24]. (5) Given the product [CH3:19][C:20]1[NH:21][C:22]2[C:27]([CH:28]=1)=[CH:26][C:25]([C:2]1[N:7]=[C:6]([CH2:8][S:9]([CH3:12])(=[O:11])=[O:10])[CH:5]=[C:4]([N:13]3[CH2:18][CH2:17][O:16][CH2:15][CH2:14]3)[N:3]=1)=[CH:24][CH:23]=2, predict the reactants needed to synthesize it. The reactants are: Cl[C:2]1[N:7]=[C:6]([CH2:8][S:9]([CH3:12])(=[O:11])=[O:10])[CH:5]=[C:4]([N:13]2[CH2:18][CH2:17][O:16][CH2:15][CH2:14]2)[N:3]=1.[CH3:19][C:20]1[N:21](S(C2C=CC(C)=CC=2)(=O)=O)[C:22]2[C:27]([CH:28]=1)=[CH:26][C:25](B1OC(C)(C)C(C)(C)O1)=[CH:24][CH:23]=2.C(=O)([O-])[O-].[Na+].[Na+].[OH-].[Na+].Cl. (6) Given the product [Br:1][CH2:9][C:10]1[CH:11]=[C:12]([S:16]([Cl:19])(=[O:18])=[O:17])[CH:13]=[CH:14][CH:15]=1, predict the reactants needed to synthesize it. The reactants are: [Br:1]N1C(=O)CCC1=O.[CH3:9][C:10]1[CH:11]=[C:12]([S:16]([Cl:19])(=[O:18])=[O:17])[CH:13]=[CH:14][CH:15]=1. (7) Given the product [CH2:9]([O:8][C:7]1[C:2]([C:26]2[CH:27]=[CH:28][C:23]([C:22]([F:33])([F:32])[F:21])=[CH:24][CH:25]=2)=[CH:3][C:4]([CH:11]([CH2:17][CH:18]([CH3:20])[CH3:19])[C:12]([O:14][CH2:15][CH3:16])=[O:13])=[CH:5][CH:6]=1)[CH3:10], predict the reactants needed to synthesize it. The reactants are: Br[C:2]1[CH:3]=[C:4]([CH:11]([CH2:17][CH:18]([CH3:20])[CH3:19])[C:12]([O:14][CH2:15][CH3:16])=[O:13])[CH:5]=[CH:6][C:7]=1[O:8][CH2:9][CH3:10].[F:21][C:22]([F:33])([F:32])[C:23]1[CH:28]=[CH:27][C:26](B(O)O)=[CH:25][CH:24]=1.C(=O)([O-])[O-].[Cs+].[Cs+].